From a dataset of Reaction yield outcomes from USPTO patents with 853,638 reactions. Predict the reaction yield, written as a fraction of the theoretical maximum amount of product (1.0 means a 100% yield; for example, 0.34 means a 34% yield). (1) The reactants are BrC[C:3]1[CH:21]=[CH:20][C:6]([CH2:7][N:8]2[CH2:12][C@@H:11]([C:13]3[CH:18]=[CH:17][CH:16]=[CH:15][CH:14]=3)[O:10][C:9]2=[O:19])=[CH:5][CH:4]=1.[NH:22]1[CH2:27][CH2:26][O:25][CH2:24][CH2:23]1.[C:28](#N)C. The catalyst is C(OCC)(=O)C. The product is [N:22]1([CH2:28][CH:7]([N:8]2[CH2:12][C@@H:11]([C:13]3[CH:14]=[CH:15][CH:16]=[CH:17][CH:18]=3)[O:10][C:9]2=[O:19])[C:6]2[CH:5]=[CH:4][CH:3]=[CH:21][CH:20]=2)[CH2:27][CH2:26][O:25][CH2:24][CH2:23]1. The yield is 0.690. (2) The reactants are [CH3:1][C:2]([C:4]1[CH:9]=[CH:8][C:7]([OH:10])=[C:6]([O:11][CH3:12])[CH:5]=1)=[O:3].[CH2:13](Br)[C:14]1[CH:19]=[CH:18][CH:17]=[CH:16][CH:15]=1.C(=O)([O-])[O-].[K+].[K+]. The catalyst is CN(C=O)C.O. The product is [CH3:1][C:2]([C:4]1[CH:9]=[CH:8][C:7]([O:10][CH2:13][C:14]2[CH:19]=[CH:18][CH:17]=[CH:16][CH:15]=2)=[C:6]([O:11][CH3:12])[CH:5]=1)=[O:3]. The yield is 0.990.